This data is from Retrosynthesis with 50K atom-mapped reactions and 10 reaction types from USPTO. The task is: Predict the reactants needed to synthesize the given product. (1) The reactants are: Cc1c(OC(=O)C(C)(C)C)cn2ncnc(Oc3ccc([N+](=O)[O-])cc3F)c12. Given the product Cc1c(O)cn2ncnc(Oc3ccc([N+](=O)[O-])cc3F)c12, predict the reactants needed to synthesize it. (2) Given the product Cc1cnc(N2CCN(C(=O)c3ccc(N4C(=O)NCC4C)c(F)c3)CC2)c(C)c1, predict the reactants needed to synthesize it. The reactants are: COc1ccc(CN2CC(C)N(c3ccc(C(=O)N4CCN(c5ncc(C)cc5C)CC4)cc3F)C2=O)cc1. (3) Given the product NC(=O)c1ccc(F)c2c1CC(NCCCc1c[nH]c3ccc(F)cc13)CO2, predict the reactants needed to synthesize it. The reactants are: Fc1ccc2[nH]cc(CCCBr)c2c1.NC(=O)c1ccc(F)c2c1CC(N)CO2. (4) Given the product N#Cc1cccc(Cc2ccc(C(=O)NCc3c[nH]c4ccc(Cl)cc34)cc2)c1, predict the reactants needed to synthesize it. The reactants are: N#Cc1cccc(B(O)O)c1.O=C(NCc1c[nH]c2ccc(Cl)cc12)c1ccc(CCl)cc1. (5) Given the product O=C(CCCCCCCCCCCO)OCc1ccccc1, predict the reactants needed to synthesize it. The reactants are: BrCc1ccccc1.O=C(O)CCCCCCCCCCCO. (6) Given the product CC1(C)OB(c2cnn(C[C@H]3COCCO3)c2)OC1(C)C, predict the reactants needed to synthesize it. The reactants are: CC1(C)OB(c2cn[nH]c2)OC1(C)C.CS(=O)(=O)OC[C@H]1COCCO1. (7) Given the product OC[C@H]1O[C@@H](n2cnc3c(NCC(c4ccccc4)c4ccccc4)nc(N4CCC(N5CCNCC5)C4)nc32)[C@H](O)[C@@H]1O, predict the reactants needed to synthesize it. The reactants are: O=C(OCc1ccccc1)N1CCN(C2CCN(c3nc(NCC(c4ccccc4)c4ccccc4)c4ncn([C@@H]5O[C@H](CO)[C@@H](O)[C@H]5O)c4n3)C2)CC1. (8) Given the product CCCCCCCCC(=O)Oc1ccc(C(=O)O)cc1, predict the reactants needed to synthesize it. The reactants are: CCCCCCCCC(=O)Cl.O=C(O)c1ccc(O)cc1. (9) Given the product COc1cccc(-c2cc(F)c(Nc3ncccc3C(=O)O)c(F)c2)c1, predict the reactants needed to synthesize it. The reactants are: COc1cccc(-c2cc(F)c(N)c(F)c2)c1.O=C(O)c1cccnc1Cl. (10) Given the product Cc1cc(Br)ccc1C(=O)NCC(F)(F)F, predict the reactants needed to synthesize it. The reactants are: Cc1cc(Br)ccc1C(=O)O.NCC(F)(F)F.